From a dataset of Forward reaction prediction with 1.9M reactions from USPTO patents (1976-2016). Predict the product of the given reaction. Given the reactants [Br:1][C:2]1[CH:3]=[C:4]2[C:8](=[CH:9][CH:10]=1)[N:7](C(=O)C)[CH2:6][CH2:5]2.C([O-])([O-])=O.[Na+].[Na+], predict the reaction product. The product is: [Br:1][C:2]1[CH:3]=[C:4]2[C:8](=[CH:9][CH:10]=1)[NH:7][CH2:6][CH2:5]2.